Dataset: HIV replication inhibition screening data with 41,000+ compounds from the AIDS Antiviral Screen. Task: Binary Classification. Given a drug SMILES string, predict its activity (active/inactive) in a high-throughput screening assay against a specified biological target. (1) The compound is O=C(O)CCC(NC(=O)OCc1ccccc1)C(=O)NC(Cc1c[nH]cn1)C(=O)O. The result is 0 (inactive). (2) The compound is CC(=O)C1CC2(C(=O)C1=O)c1ccccc1-c1ccccc12. The result is 0 (inactive). (3) The result is 0 (inactive). The drug is COc1c(Br)cc2ccccc2c1-c1c(OC)c(Br)cc2ccccc12. (4) The drug is COCOc1ccc(Cn2c(=O)n(C)c(=O)c3c2ncn3C)cc1[N+](=O)[O-]. The result is 0 (inactive). (5) The molecule is CC(=O)OC1CC2C(C)(C)C(=O)C=CC2(C)C2CCC3(C)C(=CCC3C(CO)CC(O)C(=O)C(C)(C)O)C12C. The result is 0 (inactive). (6) The molecule is O=C(Nc1cccc([N+](=O)[O-])c1)C(=O)C(C(=O)c1ccccc1F)C1OC(=O)C2C=CC=CC21. The result is 0 (inactive). (7) The drug is NC(=O)CC(NC(=O)C(Cc1ccccc1)NC(=O)C(CO)NC(=O)C(N)Cc1c[nH]cn1)C(=O)NC(CS)C(=O)NCC(=O)NCC(=O)NC(CCC(=O)O)C(=O)NC(Cc1ccccc1)C(=O)NC(Cc1ccccc1)C(=O)NC(Cc1ccc(O)cc1)C(=O)O. The result is 0 (inactive).